From a dataset of Full USPTO retrosynthesis dataset with 1.9M reactions from patents (1976-2016). Predict the reactants needed to synthesize the given product. (1) Given the product [CH3:14][O:13][CH2:12][CH:11]([NH:10][C:4]1[CH:3]=[C:2]([NH:21][C:20]2[CH:22]=[C:23]([O:27][CH3:28])[C:24]([O:25][CH3:26])=[C:18]([O:17][CH3:16])[CH:19]=2)[CH:9]=[CH:8][C:5]=1[C:6]#[N:7])[CH3:15], predict the reactants needed to synthesize it. The reactants are: Br[C:2]1[CH:9]=[CH:8][C:5]([C:6]#[N:7])=[C:4]([NH:10][CH:11]([CH3:15])[CH2:12][O:13][CH3:14])[CH:3]=1.[CH3:16][O:17][C:18]1[CH:19]=[C:20]([CH:22]=[C:23]([O:27][CH3:28])[C:24]=1[O:25][CH3:26])[NH2:21].CC(C)([O-])C.[Na+].C1(C)C=CC=CC=1. (2) Given the product [C:16]1([S:13]([N:10]2[C:7]3=[N:8][CH:9]=[C:4]([NH2:1])[C:5]([NH:22][CH:23]4[CH2:28][CH2:27][CH2:26][O:25][CH2:24]4)=[C:6]3[CH:12]=[CH:11]2)(=[O:14])=[O:15])[CH:17]=[CH:18][CH:19]=[CH:20][CH:21]=1, predict the reactants needed to synthesize it. The reactants are: [N+:1]([C:4]1[CH:9]=[N:8][C:7]2[N:10]([S:13]([C:16]3[CH:21]=[CH:20][CH:19]=[CH:18][CH:17]=3)(=[O:15])=[O:14])[CH:11]=[CH:12][C:6]=2[C:5]=1[NH:22][CH:23]1[CH2:28][CH2:27][CH2:26][O:25][CH2:24]1)([O-])=O. (3) Given the product [C:1]([C:5]1[N:10]=[C:9]([N:11]2[CH2:16][CH2:15][N:14]([CH2:17][CH2:18][CH2:19][CH2:20][NH:21][C:31]([N:33]3[CH2:34][C:35]4[C:43](=[CH:42][CH:41]=[CH:46][CH:45]=4)[CH2:37]3)=[O:32])[CH2:13][CH2:12]2)[CH:8]=[C:7]([C:22]([F:24])([F:25])[F:23])[N:6]=1)([CH3:4])([CH3:2])[CH3:3], predict the reactants needed to synthesize it. The reactants are: [C:1]([C:5]1[N:10]=[C:9]([N:11]2[CH2:16][CH2:15][N:14]([CH2:17][CH2:18][CH2:19][CH2:20][NH2:21])[CH2:13][CH2:12]2)[CH:8]=[C:7]([C:22]([F:25])([F:24])[F:23])[N:6]=1)([CH3:4])([CH3:3])[CH3:2].C1N=CN([C:31]([N:33]2[CH:37]=N[CH:35]=[CH:34]2)=[O:32])C=1.C1[C:46]2[C:41](=[CH:42][CH:43]=C[CH:45]=2)CN1. (4) Given the product [CH:14]([S:17][C:18]1[CH:24]=[CH:23][CH:22]=[CH:21][C:19]=1[NH:20][C:2]1[N:7]=[C:6]([S:8][CH3:9])[N:5]=[C:4]2[NH:10][N:11]=[C:12]([CH3:13])[C:3]=12)([CH3:16])[CH3:15], predict the reactants needed to synthesize it. The reactants are: Cl[C:2]1[N:7]=[C:6]([S:8][CH3:9])[N:5]=[C:4]2[NH:10][N:11]=[C:12]([CH3:13])[C:3]=12.[CH:14]([S:17][C:18]1[CH:24]=[CH:23][CH:22]=[CH:21][C:19]=1[NH2:20])([CH3:16])[CH3:15]. (5) Given the product [CH:10]1([C:8]2[C:7]([O:16][CH2:17][C:18]([F:21])([F:19])[F:20])=[N:6][CH:5]=[C:4]([CH:9]=2)[C:3]([OH:22])=[O:2])[CH2:11][CH2:12][CH2:13][CH2:14][CH2:15]1, predict the reactants needed to synthesize it. The reactants are: C[O:2][C:3](=[O:22])[C:4]1[CH:9]=[C:8]([CH:10]2[CH2:15][CH2:14][CH2:13][CH2:12][CH2:11]2)[C:7]([O:16][CH2:17][C:18]([F:21])([F:20])[F:19])=[N:6][CH:5]=1.C1COCC1.O.[OH-].[Li+].Cl. (6) Given the product [NH:1]1[C:5]2[CH:6]=[CH:7][CH:8]=[CH:9][C:4]=2[N:3]=[C:2]1[C:10]1[C:11]([NH2:22])=[N:12][CH:13]=[C:14]([N:16]2[CH2:17][CH2:18][N:19]([S:32]([CH2:30][CH3:31])(=[O:34])=[O:33])[CH2:20][CH2:21]2)[N:15]=1, predict the reactants needed to synthesize it. The reactants are: [NH:1]1[C:5]2[CH:6]=[CH:7][CH:8]=[CH:9][C:4]=2[N:3]=[C:2]1[C:10]1[C:11]([NH2:22])=[N:12][CH:13]=[C:14]([N:16]2[CH2:21][CH2:20][NH:19][CH2:18][CH2:17]2)[N:15]=1.CCN(CC)CC.[CH2:30]([S:32](Cl)(=[O:34])=[O:33])[CH3:31]. (7) Given the product [C:1]1([C:7]2[N:12]=[CH:11][C:10]([C:13]3[NH:14][C:15]([CH:18]4[CH2:22][CH2:21][NH:20][CH2:19]4)=[N:16][CH:17]=3)=[CH:9][N:8]=2)[CH:2]=[CH:3][CH:4]=[CH:5][CH:6]=1, predict the reactants needed to synthesize it. The reactants are: [C:1]1([C:7]2[N:12]=[CH:11][C:10]([C:13]3[N:14]=[C:15]([CH:18]4[CH2:22][CH2:21][N:20](C(OC(C)(C)C)=O)[CH2:19]4)[NH:16][CH:17]=3)=[CH:9][N:8]=2)[CH:6]=[CH:5][CH:4]=[CH:3][CH:2]=1.B(O)(O)C1C=CC=C(F)C=1. (8) Given the product [CH3:26][C:3]1[NH:2][N:29]=[C:5]([C:7]2[S:8][CH:9]=[CH:10][C:11]=2[NH:12][C:13](=[O:25])[CH2:14][C:15]2[C:24]3[C:19](=[CH:20][CH:21]=[CH:22][CH:23]=3)[CH:18]=[CH:17][CH:16]=2)[CH:4]=1, predict the reactants needed to synthesize it. The reactants are: C[N:2](C)/[C:3](/[CH3:26])=[CH:4]/[C:5]([C:7]1[S:8][CH:9]=[CH:10][C:11]=1[NH:12][C:13](=[O:25])[CH2:14][C:15]1[C:24]2[C:19](=[CH:20][CH:21]=[CH:22][CH:23]=2)[CH:18]=[CH:17][CH:16]=1)=O.O.[NH2:29]N.C(O)(=O)C. (9) Given the product [Cl:1][C:2]1[CH:3]=[C:4]([NH:9][C:10]2[C:19]3[C:14](=[CH:15][C:16]([O:23][CH3:24])=[C:17]([NH2:20])[CH:18]=3)[N:13]=[CH:12][N:11]=2)[CH:5]=[CH:6][C:7]=1[F:8], predict the reactants needed to synthesize it. The reactants are: [Cl:1][C:2]1[CH:3]=[C:4]([NH:9][C:10]2[C:19]3[C:14](=[CH:15][C:16]([O:23][CH3:24])=[C:17]([N+:20]([O-])=O)[CH:18]=3)[N:13]=[CH:12][N:11]=2)[CH:5]=[CH:6][C:7]=1[F:8]. (10) Given the product [F:1][C:2]1[CH:14]=[C:13](/[CH:15]=[CH:16]/[C:17]([F:18])([F:19])[F:20])[CH:12]=[CH:11][C:3]=1[C:4]([OH:6])=[O:5], predict the reactants needed to synthesize it. The reactants are: [F:1][C:2]1[CH:14]=[C:13](/[CH:15]=[CH:16]/[C:17]([F:20])([F:19])[F:18])[CH:12]=[CH:11][C:3]=1[C:4]([O:6]C(C)(C)C)=[O:5].